From a dataset of Reaction yield outcomes from USPTO patents with 853,638 reactions. Predict the reaction yield, written as a fraction of the theoretical maximum amount of product (1.0 means a 100% yield; for example, 0.34 means a 34% yield). (1) The reactants are [CH2:1]([C:5]1[N:6]=[C:7]([CH3:27])[NH:8][C:9](=[O:26])[C:10]=1[CH2:11][C:12]1[CH:17]=[CH:16][C:15]([C:18]2[C:19]([C:24]#[N:25])=[CH:20][CH:21]=[CH:22][CH:23]=2)=[CH:14][CH:13]=1)[CH2:2][CH2:3][CH3:4].C(=O)([O-])[O-].[K+].[K+].Cl.Cl[CH2:36][C:37]1[N:38]=[CH:39][S:40][CH:41]=1.CN(C)C=O. The catalyst is C(OCC)(=O)C. The product is [CH2:1]([C:5]1[N:6]=[C:7]([CH3:27])[N:8]([CH2:36][C:37]2[N:38]=[CH:39][S:40][CH:41]=2)[C:9](=[O:26])[C:10]=1[CH2:11][C:12]1[CH:17]=[CH:16][C:15]([C:18]2[C:19]([C:24]#[N:25])=[CH:20][CH:21]=[CH:22][CH:23]=2)=[CH:14][CH:13]=1)[CH2:2][CH2:3][CH3:4]. The yield is 0.660. (2) The reactants are [CH3:1][S:2]([NH:5][CH2:6][CH2:7][C:8]1([C:28]2[CH:33]=[CH:32][CH:31]=[CH:30][CH:29]=2)[S:12][C:11]([NH:13]C(=O)C(C2C=CC=CC=2)C)=[N:10][N:9]1[C:24](=[O:27])[CH2:25][CH3:26])(=[O:4])=[O:3].O.O.O.O.O.O.O.[Cl-].[Ce+3].[Cl-].[Cl-].[BH4-].[Na+]. No catalyst specified. The product is [NH2:13][C:11]1[S:12][C:8]([CH2:7][CH2:6][NH:5][S:2]([CH3:1])(=[O:3])=[O:4])([C:28]2[CH:29]=[CH:30][CH:31]=[CH:32][CH:33]=2)[N:9]([C:24](=[O:27])[CH2:25][CH3:26])[N:10]=1. The yield is 0.670. (3) The reactants are [C:1]([O:5][C:6](=[O:22])[NH:7][C@H:8]([C:19](=O)[NH2:20])[CH2:9][C:10]1[CH:15]=[CH:14][C:13]([N+:16]([O-:18])=[O:17])=[CH:12][CH:11]=1)([CH3:4])([CH3:3])[CH3:2].COC1C=CC(P2(SP(C3C=CC(OC)=CC=3)(=S)S2)=[S:32])=CC=1. The catalyst is C1COCC1. The product is [C:1]([O:5][C:6](=[O:22])[NH:7][C@H:8]([C:19](=[S:32])[NH2:20])[CH2:9][C:10]1[CH:15]=[CH:14][C:13]([N+:16]([O-:18])=[O:17])=[CH:12][CH:11]=1)([CH3:4])([CH3:3])[CH3:2]. The yield is 0.830. (4) The product is [Cl:33][C:4]1[CH:5]=[C:6]([C:8](=[O:32])[NH:9][C:10]2[S:11][CH:12]=[C:13]([C:15]3[CH:20]=[CH:19][CH:18]=[C:17]([C@@H:21]([O:28][CH3:29])[CH2:22][CH2:23][CH2:24][CH2:25][CH2:26][CH3:27])[C:16]=3[O:30][CH3:31])[N:14]=2)[CH:7]=[C:2]([Cl:1])[C:3]=1/[CH:34]=[C:35](\[CH3:41])/[C:36]([OH:38])=[O:37]. The reactants are [Cl:1][C:2]1[CH:7]=[C:6]([C:8](=[O:32])[NH:9][C:10]2[S:11][CH:12]=[C:13]([C:15]3[CH:20]=[CH:19][CH:18]=[C:17]([C@@H:21]([O:28][CH3:29])[CH2:22][CH2:23][CH2:24][CH2:25][CH2:26][CH3:27])[C:16]=3[O:30][CH3:31])[N:14]=2)[CH:5]=[C:4]([Cl:33])[C:3]=1/[CH:34]=[C:35](\[CH3:41])/[C:36]([O:38]CC)=[O:37].[OH-].[Na+].Cl. The catalyst is C1COCC1.C(O)C. The yield is 0.880. (5) The yield is 0.900. The reactants are [C:1]([O:5][C:6]([NH:8][C@H:9]1[CH2:14][CH2:13][CH2:12][N:11]([C:15]2[C:24]([N+:25]([O-])=O)=[CH:23][N:22]=[C:21]3[C:16]=2[CH2:17][CH2:18][CH2:19][N:20]3[C:28]([O:30][C:31]([CH3:34])([CH3:33])[CH3:32])=[O:29])[CH2:10]1)=[O:7])([CH3:4])([CH3:3])[CH3:2].CC(O)=O. The catalyst is [Fe].O. The product is [NH2:25][C:24]1[C:15]([N:11]2[CH2:12][CH2:13][CH2:14][C@H:9]([NH:8][C:6]([O:5][C:1]([CH3:4])([CH3:3])[CH3:2])=[O:7])[CH2:10]2)=[C:16]2[C:21](=[N:22][CH:23]=1)[N:20]([C:28]([O:30][C:31]([CH3:33])([CH3:34])[CH3:32])=[O:29])[CH2:19][CH2:18][CH2:17]2. (6) The catalyst is CN(C=O)C. The yield is 0.930. The product is [F:15][C:2]1([F:1])[CH2:4][CH:3]1[CH:5]1[C:14]2[C:9](=[CH:10][CH:11]=[CH:12][CH:13]=2)[N:8]([CH2:17][C:18]([NH2:20])=[O:19])[CH2:7][CH2:6]1. The reactants are [F:1][C:2]1([F:15])[CH2:4][CH:3]1[CH:5]1[C:14]2[C:9](=[CH:10][CH:11]=[CH:12][CH:13]=2)[NH:8][CH2:7][CH2:6]1.I[CH2:17][C:18]([NH2:20])=[O:19].CCN(C(C)C)C(C)C.[OH-].[Na+]. (7) The reactants are Br[C:2]1[CH:3]=[C:4]2[C:8](=[CH:9][CH:10]=1)[N:7]([CH:11]1[CH2:16][CH2:15][CH2:14][CH2:13][O:12]1)[N:6]=[C:5]2[C:17]1[N:22]=[C:21]([O:23][C@H:24]2[CH2:31][N:30]([C:32]([O:34][C:35]([CH3:38])([CH3:37])[CH3:36])=[O:33])[CH2:29][CH2:28][C:25]32[CH2:27][CH2:26]3)[CH:20]=[N:19][CH:18]=1.[C:39]([O-:42])(=[O:41])C.[K+].[CH3:44]O. No catalyst specified. The product is [C:35]([O:34][C:32]([N:30]1[CH2:29][CH2:28][C:25]2([CH2:26][CH2:27]2)[C@@H:24]([O:23][C:21]2[N:22]=[C:17]([C:5]3[C:4]4[C:8](=[CH:9][CH:10]=[C:2]([C:39]([O:42][CH3:44])=[O:41])[CH:3]=4)[N:7]([CH:11]4[CH2:16][CH2:15][CH2:14][CH2:13][O:12]4)[N:6]=3)[CH:18]=[N:19][CH:20]=2)[CH2:31]1)=[O:33])([CH3:38])([CH3:37])[CH3:36]. The yield is 0.830.